This data is from Reaction yield outcomes from USPTO patents with 853,638 reactions. The task is: Predict the reaction yield, written as a fraction of the theoretical maximum amount of product (1.0 means a 100% yield; for example, 0.34 means a 34% yield). (1) The reactants are [NH2:1][C:2]1[N:7]=[CH:6][N:5]=[C:4]2[N:8]([CH:12]([C:14]3[O:15][C:16]4[C:21]([C:22](=[O:31])[C:23]=3[C:24]3[CH:29]=[CH:28][CH:27]=[C:26]([F:30])[CH:25]=3)=[CH:20][CH:19]=[CH:18][CH:17]=4)[CH3:13])[N:9]=[C:10](I)[C:3]=12.[CH3:32][C:33]1[C:41]2[C:36](=[CH:37][C:38](B3OC(C)(C)C(C)(C)O3)=[CH:39][CH:40]=2)[NH:35][CH:34]=1.C(=O)([O-])[O-].[Na+].[Na+].ClCCl. The catalyst is CN(C=O)C.C(O)C.O. The product is [NH2:1][C:2]1[N:7]=[CH:6][N:5]=[C:4]2[N:8]([CH:12]([C:14]3[O:15][C:16]4[C:21]([C:22](=[O:31])[C:23]=3[C:24]3[CH:29]=[CH:28][CH:27]=[C:26]([F:30])[CH:25]=3)=[CH:20][CH:19]=[CH:18][CH:17]=4)[CH3:13])[N:9]=[C:10]([C:38]3[CH:37]=[C:36]4[C:41]([C:33]([CH3:32])=[CH:34][NH:35]4)=[CH:40][CH:39]=3)[C:3]=12. The yield is 0.100. (2) The reactants are FC(F)(F)C(O)=O.C(OC(=O)[NH:14][C@@H:15]([CH2:29][N:30]1[CH2:35][C:34](=[O:36])[N:33]([C:37]2[CH:42]=[CH:41][CH:40]=[CH:39][C:38]=2[Cl:43])[CH2:32][C:31]1([CH3:45])[CH3:44])[C@@H:16]([OH:28])[CH2:17][C@H:18]([C:20](=[O:27])[NH:21][CH2:22][C:23]([CH3:26])([CH3:25])[CH3:24])[CH3:19])(C)(C)C.[C:47]([OH:54])(=[O:53])/[CH:48]=[CH:49]/[C:50]([OH:52])=[O:51].[CH3:55][C:56]([CH3:86])([CH3:85])[CH2:57][NH:58][C:59](=[O:84])[C@H:60]([CH3:83])[CH2:61][C@H:62]([OH:82])[C@@H:63]([NH2:81])[CH2:64][N:65]1[CH2:70][C:69](=[O:71])[N:68]([C:72]2[CH:77]=[CH:76][CH:75]=[CH:74][C:73]=2[Cl:78])[CH2:67][C:66]1([CH3:80])[CH3:79]. The catalyst is C(Cl)Cl.CO. The product is [C:47]([OH:54])(=[O:53])/[CH:48]=[CH:49]/[C:50]([OH:52])=[O:51].[CH3:25][C:23]([CH3:24])([CH3:26])[CH2:22][NH:21][C:20](=[O:27])[C@H:18]([CH3:19])[CH2:17][C@H:16]([OH:28])[C@@H:15]([NH2:14])[CH2:29][N:30]1[CH2:35][C:34](=[O:36])[N:33]([C:37]2[CH:42]=[CH:41][CH:40]=[CH:39][C:38]=2[Cl:43])[CH2:32][C:31]1([CH3:44])[CH3:45].[NH2:81][C@@H:63]([CH2:64][N:65]1[CH2:70][C:69](=[O:71])[N:68]([C:72]2[CH:77]=[CH:76][CH:75]=[CH:74][C:73]=2[Cl:78])[CH2:67][C:66]1([CH3:79])[CH3:80])[C@@H:62]([OH:82])[CH2:61][C@@H:60]([CH3:83])[C:59]([NH:58][CH2:57][C:56]([CH3:85])([CH3:55])[CH3:86])=[O:84]. The yield is 0.770. (3) The reactants are CN1C(NC(=O)[C:9]2[CH:14]=[CH:13][CH:12]=[CH:11][C:10]=2[S:15][C:16]2[CH:24]=[C:23]3[C:19](/[C:20](=[CH:26]/O)/[C:21](=[O:25])[NH:22]3)=[CH:18][CH:17]=2)=CC(C)=N1.[CH3:30][N:31]1[CH2:36][CH2:35][N:34]([C:37]2[CH:42]=[CH:41][C:40]([NH2:43])=[CH:39][CH:38]=2)[CH2:33][CH2:32]1. The catalyst is C1COCC1. The product is [CH3:23][NH:22][C:21](=[O:25])[C:12]1[CH:13]=[CH:14][CH:9]=[C:10]([S:15][C:16]2[CH:24]=[C:23]3[C:19]([C:20](=[CH:26][NH:43][C:40]4[CH:41]=[CH:42][C:37]([N:34]5[CH2:33][CH2:32][N:31]([CH3:30])[CH2:36][CH2:35]5)=[CH:38][CH:39]=4)[C:21](=[O:25])[NH:22]3)=[CH:18][CH:17]=2)[CH:11]=1. The yield is 0.350. (4) The reactants are Br[C:2]1[CH:3]=[C:4]([CH:14]=[CH:15][CH:16]=1)[CH2:5][NH:6][C:7](=[O:13])[O:8][C:9]([CH3:12])([CH3:11])[CH3:10].[CH3:17][Si:18]([C:21]#[CH:22])([CH3:20])[CH3:19]. The catalyst is C(N(CC)CC)C. The product is [CH3:17][Si:18]([C:21]#[C:22][C:2]1[CH:3]=[C:4]([CH:14]=[CH:15][CH:16]=1)[CH2:5][NH:6][C:7](=[O:13])[O:8][C:9]([CH3:12])([CH3:11])[CH3:10])([CH3:20])[CH3:19]. The yield is 0.670. (5) The reactants are O.[OH-].[Li+].[F:4][C:5]1[CH:10]=[C:9]([F:11])[C:8]([F:12])=[CH:7][C:6]=1[NH:13][C:14]1[O:18][C:17]([C:19]([NH:21][C:22]2[CH:38]=[CH:37][C:25]([O:26][C@H:27]3[CH2:32][CH2:31][C@H:30]([C:33]([O:35]C)=[O:34])[CH2:29][CH2:28]3)=[CH:24][CH:23]=2)=[O:20])=[N:16][N:15]=1.O.CO. The catalyst is C1COCC1. The product is [F:4][C:5]1[CH:10]=[C:9]([F:11])[C:8]([F:12])=[CH:7][C:6]=1[NH:13][C:14]1[O:18][C:17]([C:19]([NH:21][C:22]2[CH:23]=[CH:24][C:25]([O:26][C@H:27]3[CH2:28][CH2:29][C@H:30]([C:33]([OH:35])=[O:34])[CH2:31][CH2:32]3)=[CH:37][CH:38]=2)=[O:20])=[N:16][N:15]=1. The yield is 0.790. (6) The reactants are [Cl:1][C:2]1[CH:7]=[CH:6][C:5]([C:8]2[O:9][C:10]3[C:11](=[C:13]([C:17]([OH:19])=O)[CH:14]=[CH:15][CH:16]=3)[N:12]=2)=[C:4]([CH3:20])[CH:3]=1.Cl.C(N=C=NCCCN(C)C)C.ON1C2C=CC=CC=2N=N1.Cl.Cl.[NH2:45][C@H:46]1[CH:51]2[CH2:52][CH2:53][N:48]([CH2:49][CH2:50]2)[CH2:47]1.C(N(CC)CC)C. The catalyst is CN(C=O)C.ClCCl. The product is [N:48]12[CH2:53][CH2:52][CH:51]([CH2:50][CH2:49]1)[C@H:46]([NH:45][C:17]([C:13]1[CH:14]=[CH:15][CH:16]=[C:10]3[O:9][C:8]([C:5]4[CH:6]=[CH:7][C:2]([Cl:1])=[CH:3][C:4]=4[CH3:20])=[N:12][C:11]=13)=[O:19])[CH2:47]2. The yield is 0.190.